This data is from Full USPTO retrosynthesis dataset with 1.9M reactions from patents (1976-2016). The task is: Predict the reactants needed to synthesize the given product. (1) The reactants are: [C:1]([O:4][CH2:5][CH2:6][N:7]1[C:11]2[C:12]([C:16](O)([CH2:20][CH2:21][CH3:22])[CH2:17][CH2:18][CH3:19])=[CH:13][CH:14]=[CH:15][C:10]=2[N:9]=[C:8]1[NH:24][C:25]1[C:30]([CH3:31])=[CH:29][C:28]([Cl:32])=[CH:27][C:26]=1[O:33][CH3:34])(=[O:3])[CH3:2].C([SiH](CC)CC)C. Given the product [C:1]([O:4][CH2:5][CH2:6][N:7]1[C:11]2[C:12](/[C:16](/[CH2:20][CH2:21][CH3:22])=[CH:17]\[CH2:18][CH3:19])=[CH:13][CH:14]=[CH:15][C:10]=2[N:9]=[C:8]1[NH:24][C:25]1[C:30]([CH3:31])=[CH:29][C:28]([Cl:32])=[CH:27][C:26]=1[O:33][CH3:34])(=[O:3])[CH3:2], predict the reactants needed to synthesize it. (2) Given the product [F:1][C:2]1[CH:3]=[CH:4][C:5]([N:8]2[C:16]3[C:11](=[CH:12][C:13]([CH:17]([C:22]4[CH:23]=[CH:24][CH:25]=[CH:26][CH:27]=4)[CH2:18][C:19]([NH:28][C:29]4[S:30][CH:31]=[N:32][N:33]=4)=[O:20])=[CH:14][CH:15]=3)[CH:10]=[N:9]2)=[CH:6][CH:7]=1, predict the reactants needed to synthesize it. The reactants are: [F:1][C:2]1[CH:7]=[CH:6][C:5]([N:8]2[C:16]3[C:11](=[CH:12][C:13]([CH:17]([C:22]4[CH:27]=[CH:26][CH:25]=[CH:24][CH:23]=4)[CH2:18][C:19](O)=[O:20])=[CH:14][CH:15]=3)[CH:10]=[N:9]2)=[CH:4][CH:3]=1.[NH2:28][C:29]1[S:30][CH:31]=[N:32][N:33]=1. (3) Given the product [F:1][C:2]1[CH:7]=[C:6]([N:8]2[C:16]3[CH:15]=[CH:14][CH:13]=[C:12]([OH:17])[C:11]=3[CH:10]=[C:9]2[CH3:25])[CH:5]=[CH:4][C:3]=1[OH:26], predict the reactants needed to synthesize it. The reactants are: [F:1][C:2]1[CH:7]=[C:6]([N:8]2[C:16]3[C:11](=[C:12]([O:17]CC4C=CC=CC=4)[CH:13]=[CH:14][CH:15]=3)[CH:10]=[C:9]2[CH3:25])[CH:5]=[CH:4][C:3]=1[OH:26]. (4) Given the product [CH:1]1([CH2:8][O:9][C:10]2[CH:11]=[C:12]([CH2:16][CH2:17][CH2:18][NH2:19])[CH:13]=[CH:14][CH:15]=2)[CH2:2][CH2:3][CH2:4][CH2:5][CH2:6][CH2:7]1, predict the reactants needed to synthesize it. The reactants are: [CH:1]1([CH2:8][O:9][C:10]2[CH:11]=[C:12]([CH2:16][CH2:17][CH2:18][NH:19]C(=O)C(F)(F)F)[CH:13]=[CH:14][CH:15]=2)[CH2:7][CH2:6][CH2:5][CH2:4][CH2:3][CH2:2]1.CO. (5) Given the product [C:6]([NH:9][C@@H:10]1[C@@H:15]([NH:16][C:17]([NH2:26])=[NH:18])[CH2:14][C:13]([P:34]([O-:39])(=[O:35])[O-:38])=[CH:12][C@H:11]1[O:42][CH:43]([CH2:44][CH3:45])[CH2:46][CH3:47])(=[O:8])[CH3:7].[NH4+:9].[NH4+:9], predict the reactants needed to synthesize it. The reactants are: Br[Si](C)(C)C.[C:6]([NH:9][C@@H:10]1[C@@H:15]([NH:16][C:17]([NH:26]C(OC(C)(C)C)=O)=[N:18]C(OC(C)(C)C)=O)[CH2:14][C:13]([P:34]([O:39]CC)(=[O:38])[O:35]CC)=[CH:12][C@H:11]1[O:42][CH:43]([CH2:46][CH3:47])[CH2:44][CH3:45])(=[O:8])[CH3:7]. (6) Given the product [CH3:8][O:9][C:10]1[CH:15]=[CH:14][C:13]([C:16]([NH:29][CH2:30][CH2:31][CH2:32][CH2:33][CH2:34][C:35]([O:37][C:45]2[C:50]([F:51])=[C:49]([F:52])[CH:48]=[C:47]([F:60])[C:46]=2[F:61])=[O:36])([C:17]2[CH:22]=[CH:21][CH:20]=[CH:19][CH:18]=2)[C:23]2[CH:24]=[CH:25][CH:26]=[CH:27][CH:28]=2)=[CH:12][CH:11]=1, predict the reactants needed to synthesize it. The reactants are: C([NH+](CC)CC)C.[CH3:8][O:9][C:10]1[CH:15]=[CH:14][C:13]([C:16]([NH:29][CH2:30][CH2:31][CH2:32][CH2:33][CH2:34][C:35]([O-:37])=[O:36])([C:23]2[CH:28]=[CH:27][CH:26]=[CH:25][CH:24]=2)[C:17]2[CH:22]=[CH:21][CH:20]=[CH:19][CH:18]=2)=[CH:12][CH:11]=1.C(N(CC)CC)C.[CH:45]1[C:50]([F:51])=[C:49]([F:52])[C:48](OC(C(F)(F)F)=O)=[C:47]([F:60])[C:46]=1[F:61]. (7) Given the product [OH:7][C:17]1[CH:16]=[CH:15][CH:14]=[C:13]2[C:12]=1[CH2:11][CH2:10][C:8]2=[O:9], predict the reactants needed to synthesize it. The reactants are: [Cl-].[Al+3].[Cl-].[Cl-].[Cl-].[Na+].[O:7]1[C:17]2[C:12](=[CH:13][CH:14]=[CH:15][CH:16]=2)[CH2:11][CH2:10][C:8]1=[O:9].Cl. (8) Given the product [CH3:1][N:2]1[C:6]([C:7](=[N:14][O:15][CH2:16][C:17]2[N:22]=[C:21]([NH:23][C:39]([CH:31]3[CH2:32][C:33]4[CH:38]=[CH:37][CH:36]=[CH:35][C:34]=4[O:30]3)=[O:40])[CH:20]=[CH:19][CH:18]=2)[C:8]2[CH:9]=[CH:10][CH:11]=[CH:12][CH:13]=2)=[N:5][N:4]=[N:3]1, predict the reactants needed to synthesize it. The reactants are: [CH3:1][N:2]1[C:6]([C:7](=[N:14][O:15][CH2:16][C:17]2[N:22]=[C:21]([NH2:23])[CH:20]=[CH:19][CH:18]=2)[C:8]2[CH:13]=[CH:12][CH:11]=[CH:10][CH:9]=2)=[N:5][N:4]=[N:3]1.N1C=CC=CC=1.[O:30]1[C:34]2[CH:35]=[CH:36][CH:37]=[CH:38][C:33]=2[CH2:32][CH:31]1[C:39](Cl)=[O:40]. (9) Given the product [Br:26][C:11]1[N:12]([CH2:15][C:16]2[CH:21]=[CH:20][C:19]([N+:22]([O-:24])=[O:23])=[CH:18][CH:17]=2)[C:13]2[C:9]([N:10]=1)=[C:8]([NH2:25])[N:7]=[C:6]([NH:5][CH2:1][CH2:2][CH2:3][CH3:4])[N:14]=2, predict the reactants needed to synthesize it. The reactants are: [CH2:1]([NH:5][C:6]1[N:14]=[C:13]2[C:9]([N:10]=[CH:11][N:12]2[CH2:15][C:16]2[CH:21]=[CH:20][C:19]([N+:22]([O-:24])=[O:23])=[CH:18][CH:17]=2)=[C:8]([NH2:25])[N:7]=1)[CH2:2][CH2:3][CH3:4].[Br:26]Br.[O-]S([O-])(=S)=O.[Na+].[Na+]. (10) Given the product [Cl:1][C:2]1[CH:7]=[C:6]([O:8][CH3:9])[C:5]([I:11])=[CH:4][C:3]=1[F:10], predict the reactants needed to synthesize it. The reactants are: [Cl:1][C:2]1[CH:7]=[C:6]([O:8][CH3:9])[CH:5]=[CH:4][C:3]=1[F:10].[I:11]I.